From a dataset of Forward reaction prediction with 1.9M reactions from USPTO patents (1976-2016). Predict the product of the given reaction. (1) The product is: [Cl:1][C:2]1[C:7]([O:8][C:9]2[C:14]([C:15]([F:16])([F:18])[F:17])=[CH:13][CH:12]=[CH:11][N:10]=2)=[CH:6][C:5]([N:19]2[C:20](=[O:25])[CH2:21][N:22]([CH2:23][CH3:24])[C:27]2=[O:28])=[C:4]([F:26])[CH:3]=1. Given the reactants [Cl:1][C:2]1[C:7]([O:8][C:9]2[C:14]([C:15]([F:18])([F:17])[F:16])=[CH:13][CH:12]=[CH:11][N:10]=2)=[CH:6][C:5]([NH:19][C:20](=[O:25])[CH2:21][NH:22][CH2:23][CH3:24])=[C:4]([F:26])[CH:3]=1.[CH3:27][OH:28].C(Cl)Cl, predict the reaction product. (2) Given the reactants [NH2:1][C@H:2]([C:13]([OH:15])=[O:14])[CH2:3][C:4]1[C:12]2[C:7](=[CH:8][CH:9]=[CH:10][CH:11]=2)[NH:6][CH:5]=1.OS(O)(=O)=O.[CH:21](=O)[CH2:22][CH3:23], predict the reaction product. The product is: [CH2:22]([CH:23]1[C:5]2[NH:6][C:7]3[C:12](=[CH:11][CH:10]=[CH:9][CH:8]=3)[C:4]=2[CH2:3][CH:2]([C:13]([OH:15])=[O:14])[NH:1]1)[CH3:21]. (3) Given the reactants Br[C:2]1[CH:3]=[CH:4][C:5]([C:8]2[CH2:12][C@@H:11]([CH2:13][N:14]3[CH2:19][CH:18]=[CH:17][CH2:16][CH2:15]3)[O:10][N:9]=2)=[N:6][CH:7]=1.[F:20][C:21]1[CH:22]=[C:23]([N:36]2[CH2:40][C@H:39]([CH2:41][N:42]3[CH:46]=[CH:45][N:44]=[N:43]3)[O:38][C:37]2=[O:47])[CH:24]=[CH:25][C:26]=1B1OC(C)(C)C(C)(C)O1.C(=O)([O-])[O-].[K+].[K+], predict the reaction product. The product is: [N:14]1([CH2:13][C@H:11]2[O:10][N:9]=[C:8]([C:5]3[N:6]=[CH:7][C:2]([C:26]4[CH:25]=[CH:24][C:23]([N:36]5[CH2:40][C@H:39]([CH2:41][N:42]6[CH:46]=[CH:45][N:44]=[N:43]6)[O:38][C:37]5=[O:47])=[CH:22][C:21]=4[F:20])=[CH:3][CH:4]=3)[CH2:12]2)[CH2:19][CH:18]=[CH:17][CH2:16][CH2:15]1. (4) Given the reactants [C:1]1([C:7]2([C:13](O)=[O:14])[CH2:12][CH2:11][CH2:10][CH2:9][CH2:8]2)[CH:6]=[CH:5][CH:4]=[CH:3][CH:2]=1.[H-].[H-].[H-].[H-].[Li+].[Al+3], predict the reaction product. The product is: [C:1]1([C:7]2([CH2:13][OH:14])[CH2:12][CH2:11][CH2:10][CH2:9][CH2:8]2)[CH:6]=[CH:5][CH:4]=[CH:3][CH:2]=1. (5) Given the reactants [CH3:1][C:2]1([CH3:21])[C:6]([CH3:8])([CH3:7])[CH2:5][CH:4]([C:9]2[CH:14]=[CH:13][CH:12]=[CH:11][C:10]=2[N:15]2[CH2:20][CH2:19][NH:18][CH2:17][CH2:16]2)[CH2:3]1.[CH:22](=O)[CH2:23][CH3:24].C(O[BH-](OC(=O)C)OC(=O)C)(=O)C.[Na+].C(O)(=O)C.C(=O)([O-])O.[Na+], predict the reaction product. The product is: [CH2:22]([N:18]1[CH2:17][CH2:16][N:15]([C:10]2[CH:11]=[CH:12][CH:13]=[CH:14][C:9]=2[CH:4]2[CH2:3][C:2]([CH3:21])([CH3:1])[C:6]([CH3:7])([CH3:8])[CH2:5]2)[CH2:20][CH2:19]1)[CH2:23][CH3:24]. (6) Given the reactants [Cl:1][C:2]1[C:7]([CH2:8][NH:9][CH2:10][CH:11]([CH:13]2[CH2:17][CH2:16][CH2:15][O:14]2)[OH:12])=[C:6]([CH3:18])[CH:5]=[C:4]([Cl:19])[N:3]=1.C=O.[C:22](O)(=O)C.C([BH3-])#N.[Na+].C([O-])(O)=O.[Na+], predict the reaction product. The product is: [Cl:1][C:2]1[C:7]([CH2:8][N:9]([CH3:22])[CH2:10][CH:11]([CH:13]2[CH2:17][CH2:16][CH2:15][O:14]2)[OH:12])=[C:6]([CH3:18])[CH:5]=[C:4]([Cl:19])[N:3]=1.